Dataset: Full USPTO retrosynthesis dataset with 1.9M reactions from patents (1976-2016). Task: Predict the reactants needed to synthesize the given product. (1) The reactants are: [CH3:1][C:2]([CH3:5])([O-])[CH3:3].[K+].Cl.[F:8][C:9]1[CH:10]=[C:11]2[C:16](=[CH:17][CH:18]=1)[CH2:15][NH:14][CH2:13][CH2:12]2.BrC1C=C(C)C([NH:27][C:28](=[O:34])[CH2:29][C:30]([CH3:33])([CH3:32])[CH3:31])=C(C)C=1. Given the product [F:8][C:9]1[CH:10]=[C:11]2[C:16](=[CH:17][CH:18]=1)[CH2:15][N:14]([C:10]1[CH:9]=[C:18]([CH3:17])[C:3]([CH:29]([C:30]([CH3:33])([CH3:32])[CH3:31])[C:28]([NH2:27])=[O:34])=[C:2]([CH3:5])[CH:1]=1)[CH2:13][CH2:12]2, predict the reactants needed to synthesize it. (2) Given the product [N:26]1([O:14][C:13]2[C:12]3[N:11]=[CH:10][N:9]([C:18]=3[N:17]=[CH:16][N:15]=2)[C@@H:1]2[O:8][C@H:5]([CH2:6][OH:7])[C@@H:3]([OH:4])[CH2:2]2)[C:30]2[CH:31]=[CH:32][CH:33]=[CH:34][C:29]=2[N:28]=[N:27]1, predict the reactants needed to synthesize it. The reactants are: [C@@H:1]1([N:9]2[C:18]3[N:17]=[CH:16][N:15]=[C:13]([OH:14])[C:12]=3[N:11]=[CH:10]2)[O:8][C@H:5]([CH2:6][OH:7])[C@@H:3]([OH:4])[CH2:2]1.F[P-](F)(F)(F)(F)F.[N:26]1(O[P+](N(C)C)(N(C)C)N(C)C)[C:30]2[CH:31]=[CH:32][CH:33]=[CH:34][C:29]=2[N:28]=[N:27]1.CCN(C(C)C)C(C)C. (3) Given the product [C:15]([O:14][C:12]([N:8]1[CH2:9][CH2:10][CH2:11][C@@H:6]([C:4](=[O:5])[C:22]2[CH:23]=[CH:24][CH:25]=[CH:26][C:21]=2[O:20][C:27]2[CH:28]=[CH:29][CH:30]=[CH:31][CH:32]=2)[CH2:7]1)=[O:13])([CH3:16])([CH3:17])[CH3:18], predict the reactants needed to synthesize it. The reactants are: CON(C)[C:4]([C@@H:6]1[CH2:11][CH2:10][CH2:9][N:8]([C:12]([O:14][C:15]([CH3:18])([CH3:17])[CH3:16])=[O:13])[CH2:7]1)=[O:5].[O:20]([C:27]1[CH:32]=[CH:31][CH:30]=[CH:29][C:28]=1[Li])[C:21]1[CH:26]=[CH:25][CH:24]=[CH:23][CH:22]=1.